This data is from Catalyst prediction with 721,799 reactions and 888 catalyst types from USPTO. The task is: Predict which catalyst facilitates the given reaction. (1) The catalyst class is: 59. Product: [CH:14]1[C:2]([S:3]([NH2:19])(=[O:6])=[O:4])=[CH:18][CH:17]=[CH:16][CH:15]=1.[C:51]([OH:50])(=[O:4])/[CH:47]=[CH:48]/[C:27]([OH:29])=[O:30].[C:33]1([CH2:32][N:34]2[CH2:37][CH2:38][CH:17]([CH2:18][CH2:25][C:24]3[C:23]4[CH:22]=[CH:21][CH:20]=[CH:26][C:27]=4[O:28][N:19]=3)[CH2:36][CH2:35]2)[CH:42]=[CH:43][CH:44]=[CH:45][CH:40]=1. Reactant: F[C:2](F)(F)[S:3]([O:6][Si](C)(C)C)(=O)=[O:4].N1[CH2:18][CH2:17][CH2:16][CH2:15][CH2:14]1.[N:19]1[C:24]([CH3:25])=[CH:23][CH:22]=[CH:21][C:20]=1[CH3:26].[C:27](=[O:30])([OH:29])[O-:28].[Na+].[CH2:32]([N:34]([CH2:37][CH3:38])[CH2:35][CH3:36])[CH3:33].C(Br)[C:40]1[CH:45]=[CH:44][CH:43]=[CH:42]C=1.[CH2:47]1[CH2:51][O:50]C[CH2:48]1. (2) The catalyst class is: 13. Reactant: [OH:1][C:2]1[CH:16]=[CH:15][C:5]([C:6]([C:8]2[CH:13]=[CH:12][C:11]([OH:14])=[CH:10][CH:9]=2)=[O:7])=[CH:4][CH:3]=1.[CH2:17](O)[CH2:18][OH:19].C([O-])([O-])OC. Product: [OH:1][C:2]1[CH:16]=[CH:15][C:5]([C:6]2([C:8]3[CH:13]=[CH:12][C:11]([OH:14])=[CH:10][CH:9]=3)[O:19][CH2:18][CH2:17][O:7]2)=[CH:4][CH:3]=1.[OH:1][C:2]1[CH:16]=[CH:15][C:5]([C:6]([C:8]2[CH:13]=[CH:12][C:11]([OH:14])=[CH:10][CH:9]=2)=[O:7])=[CH:4][CH:3]=1.